Dataset: Full USPTO retrosynthesis dataset with 1.9M reactions from patents (1976-2016). Task: Predict the reactants needed to synthesize the given product. Given the product [N:1]12[CH2:8][CH2:7][CH:4]([CH2:5][CH2:6]1)[C@@H:3]([NH:9][C:10]([C:12]1[S:13][C:14]([C:24]3[CH:23]=[CH:22][CH:21]=[C:20]([C:18]#[N:19])[CH:25]=3)=[CH:15][CH:16]=1)=[O:11])[CH2:2]2, predict the reactants needed to synthesize it. The reactants are: [N:1]12[CH2:8][CH2:7][CH:4]([CH2:5][CH2:6]1)[C@@H:3]([NH:9][C:10]([C:12]1[S:13][C:14](Br)=[CH:15][CH:16]=1)=[O:11])[CH2:2]2.[C:18]([C:20]1[CH:21]=[C:22](B(O)O)[CH:23]=[CH:24][CH:25]=1)#[N:19].C(=O)([O-])[O-].[Na+].[Na+].Cl.